This data is from Reaction yield outcomes from USPTO patents with 853,638 reactions. The task is: Predict the reaction yield, written as a fraction of the theoretical maximum amount of product (1.0 means a 100% yield; for example, 0.34 means a 34% yield). The reactants are [Br:1][C:2]1[CH:3]=[C:4]([CH:6]=[C:7]([CH3:9])[CH:8]=1)[NH2:5].[CH:10]([S:13](Cl)(=[O:15])=[O:14])([CH3:12])[CH3:11].N1C=CC=CC=1. The catalyst is C(Cl)Cl. The product is [Br:1][C:2]1[CH:3]=[C:4]([NH:5][S:13]([CH:10]([CH3:12])[CH3:11])(=[O:15])=[O:14])[CH:6]=[C:7]([CH3:9])[CH:8]=1. The yield is 0.850.